This data is from Reaction yield outcomes from USPTO patents with 853,638 reactions. The task is: Predict the reaction yield, written as a fraction of the theoretical maximum amount of product (1.0 means a 100% yield; for example, 0.34 means a 34% yield). (1) The reactants are Br[CH2:2][C:3]([C:5]1[C:10]([CH3:11])=[CH:9][C:8]([O:12][C:13]2[CH:18]=[N:17][C:16]([O:19][CH3:20])=[CH:15][N:14]=2)=[CH:7][C:6]=1[CH3:21])=O.[NH2:22][C:23]([NH2:25])=[S:24]. The catalyst is CCO. The product is [CH3:20][O:19][C:16]1[N:17]=[CH:18][C:13]([O:12][C:8]2[CH:9]=[C:10]([CH3:11])[C:5]([C:3]3[N:22]=[C:23]([NH2:25])[S:24][CH:2]=3)=[C:6]([CH3:21])[CH:7]=2)=[N:14][CH:15]=1. The yield is 0.160. (2) The reactants are O1CCCC1.[Cl:6][CH2:7][CH2:8][CH2:9][S:10]([N:13]([C:21]1[CH:26]=[C:25]([CH:27]([S:36]([C:39]2[CH:44]=[CH:43][C:42]([Cl:45])=[CH:41][CH:40]=2)(=[O:38])=[O:37])[C:28]2[CH:33]=[C:32]([F:34])[CH:31]=[CH:30][C:29]=2[F:35])[C:24]([Cl:46])=[CH:23][N:22]=1)S(CCCCl)(=O)=O)(=[O:12])=[O:11].[F-].C([N+](CCCC)(CCCC)CCCC)CCC.[Cl-].[NH4+]. The catalyst is CCCCCC. The product is [Cl:6][CH2:7][CH2:8][CH2:9][S:10]([NH:13][C:21]1[CH:26]=[C:25]([CH:27]([S:36]([C:39]2[CH:40]=[CH:41][C:42]([Cl:45])=[CH:43][CH:44]=2)(=[O:37])=[O:38])[C:28]2[CH:33]=[C:32]([F:34])[CH:31]=[CH:30][C:29]=2[F:35])[C:24]([Cl:46])=[CH:23][N:22]=1)(=[O:11])=[O:12]. The yield is 0.700. (3) The reactants are Br[C:2]1[C:7]([N:8]([CH2:23][O:24][CH3:25])[S:9]([C:12]2[CH:17]=[CH:16][C:15]([Cl:18])=[C:14]([C:19]([F:22])([F:21])[F:20])[CH:13]=2)(=[O:11])=[O:10])=[CH:6][C:5]([CH3:26])=[CH:4][N:3]=1.C([Mg]Cl)(C)C.CN(C)[CH:34]=[O:35]. The catalyst is C1COCC1. The product is [Cl:18][C:15]1[CH:16]=[CH:17][C:12]([S:9]([N:8]([C:7]2[C:2]([CH:34]=[O:35])=[N:3][CH:4]=[C:5]([CH3:26])[CH:6]=2)[CH2:23][O:24][CH3:25])(=[O:11])=[O:10])=[CH:13][C:14]=1[C:19]([F:22])([F:21])[F:20]. The yield is 0.447. (4) The reactants are [C:1]([C:4]1[CH:5]=[CH:6][C:7]([O:27][CH2:28][C:29]2[CH:34]=[CH:33][CH:32]=[CH:31][CH:30]=2)=[C:8]([CH:26]=1)[C:9]([NH:11][C:12]1[CH:17]=[C:16]([C:18]([F:21])([F:20])[F:19])[CH:15]=[C:14]([C:22]([F:25])([F:24])[F:23])[CH:13]=1)=[O:10])(=[O:3])[CH3:2].[Br-:35].[Br-].[Br-].C1([N+](C)(C)C)C=CC=CC=1.C1([N+](C)(C)C)C=CC=CC=1.C1([N+](C)(C)C)C=CC=CC=1.O. The catalyst is O1CCCC1. The product is [CH2:28]([O:27][C:7]1[CH:6]=[CH:5][C:4]([C:1](=[O:3])[CH2:2][Br:35])=[CH:26][C:8]=1[C:9]([NH:11][C:12]1[CH:17]=[C:16]([C:18]([F:20])([F:19])[F:21])[CH:15]=[C:14]([C:22]([F:25])([F:24])[F:23])[CH:13]=1)=[O:10])[C:29]1[CH:34]=[CH:33][CH:32]=[CH:31][CH:30]=1. The yield is 0.427. (5) The reactants are [CH2:1]([C:3]1[N:11]([CH:12]([CH2:16][CH2:17][CH3:18])[CH2:13][CH2:14][CH3:15])[C:10]2[C:9](=[O:19])[N:8]([CH3:20])[C:7](=[O:21])[N:6](CC3C=CC(OC)=CC=3)[C:5]=2[N:4]=1)[CH3:2]. The catalyst is FC(F)(F)C(O)=O. The product is [CH2:1]([C:3]1[N:11]([CH:12]([CH2:16][CH2:17][CH3:18])[CH2:13][CH2:14][CH3:15])[C:10]2[C:9](=[O:19])[N:8]([CH3:20])[C:7](=[O:21])[NH:6][C:5]=2[N:4]=1)[CH3:2]. The yield is 0.970.